From a dataset of Catalyst prediction with 721,799 reactions and 888 catalyst types from USPTO. Predict which catalyst facilitates the given reaction. (1) Reactant: F[C:2]1[N:7]=[CH:6][C:5]([C:8]2[C:9]([CH3:27])=[N:10][CH:11]=[C:12]([NH:14][C:15](=[O:26])[C:16]3[CH:21]=[CH:20][CH:19]=[C:18]([C:22]([F:25])([F:24])[F:23])[CH:17]=3)[CH:13]=2)=[CH:4][C:3]=1[N:28]1[CH2:33][CH2:32][O:31][CH2:30][CH2:29]1.C[Si]([N-][Si](C)(C)C)(C)C.[Na+].[CH3:44][S:45]([CH3:48])(=[O:47])=[O:46]. Product: [CH3:27][C:9]1[C:8]([C:5]2[CH:6]=[N:7][C:2]([CH2:44][S:45]([CH3:48])(=[O:47])=[O:46])=[C:3]([N:28]3[CH2:29][CH2:30][O:31][CH2:32][CH2:33]3)[CH:4]=2)=[CH:13][C:12]([NH:14][C:15](=[O:26])[C:16]2[CH:21]=[CH:20][CH:19]=[C:18]([C:22]([F:24])([F:23])[F:25])[CH:17]=2)=[CH:11][N:10]=1. The catalyst class is: 1. (2) Reactant: [CH2:1]([NH:4][C:5](=[O:11])[O:6][C:7]([CH3:10])([CH3:9])[CH3:8])[C:2]#[CH:3].[F:12][C:13]([F:24])([F:23])[C:14]1[CH:22]=[CH:21][C:17]([C:18](Cl)=[O:19])=[CH:16][CH:15]=1. Product: [O:19]=[C:18]([C:17]1[CH:16]=[CH:15][C:14]([C:13]([F:12])([F:23])[F:24])=[CH:22][CH:21]=1)[C:3]#[C:2][CH2:1][NH:4][C:5](=[O:11])[O:6][C:7]([CH3:8])([CH3:10])[CH3:9]. The catalyst class is: 540. (3) Reactant: FC(F)(F)C(OC(=O)C(F)(F)F)=O.[Cl:14][C:15]1[CH:45]=[CH:44][C:18]([CH2:19][O:20][C:21]2[CH:26]=[CH:25][N:24]([C:27]3[CH:28]=[CH:29][C:30]4[N:34]=[C:33]([CH:35]5[CH2:37][CH:36]5[C:38]([NH2:40])=O)[N:32]([CH3:41])[C:31]=4[CH:42]=3)[C:23](=[O:43])[CH:22]=2)=[CH:17][CH:16]=1.N1C=CC=CC=1. Product: [Cl:14][C:15]1[CH:45]=[CH:44][C:18]([CH2:19][O:20][C:21]2[CH:26]=[CH:25][N:24]([C:27]3[CH:28]=[CH:29][C:30]4[N:34]=[C:33]([CH:35]5[CH2:37][CH:36]5[C:38]#[N:40])[N:32]([CH3:41])[C:31]=4[CH:42]=3)[C:23](=[O:43])[CH:22]=2)=[CH:17][CH:16]=1. The catalyst class is: 1.